Task: Regression. Given a peptide amino acid sequence and an MHC pseudo amino acid sequence, predict their binding affinity value. This is MHC class I binding data.. Dataset: Peptide-MHC class I binding affinity with 185,985 pairs from IEDB/IMGT (1) The peptide sequence is RQAELSKAY. The MHC is HLA-B15:02 with pseudo-sequence HLA-B15:02. The binding affinity (normalized) is 0.462. (2) The peptide sequence is TSAYLVSIF. The MHC is HLA-A24:02 with pseudo-sequence HLA-A24:02. The binding affinity (normalized) is 0.353. (3) The peptide sequence is IYQEPFKNLK. The binding affinity (normalized) is 0.158. The MHC is HLA-A03:01 with pseudo-sequence HLA-A03:01. (4) The peptide sequence is AEGTGITHL. The MHC is HLA-B15:01 with pseudo-sequence HLA-B15:01. The binding affinity (normalized) is 0.0847. (5) The peptide sequence is WTNCRGEF. The MHC is Mamu-A01 with pseudo-sequence Mamu-A01. The binding affinity (normalized) is 0.146. (6) The peptide sequence is IQTPTKLMNK. The MHC is HLA-A02:06 with pseudo-sequence HLA-A02:06. The binding affinity (normalized) is 0.